Dataset: Reaction yield outcomes from USPTO patents with 853,638 reactions. Task: Predict the reaction yield, written as a fraction of the theoretical maximum amount of product (1.0 means a 100% yield; for example, 0.34 means a 34% yield). (1) The reactants are [C:1]1([O:7][C:8]2[CH:13]=[CH:12][C:11]([C:14]3[C:22]4[C:21](Cl)=[N:20][CH:19]=[N:18][C:17]=4[N:16]([C@H:24]4[CH2:29][CH2:28][C@H:27]([N:30]5[CH2:35][CH2:34][N:33]([CH3:36])[CH2:32][CH2:31]5)[CH2:26][CH2:25]4)[CH:15]=3)=[CH:10][C:9]=2[CH3:37])[CH:6]=[CH:5][CH:4]=[CH:3][CH:2]=1.C(O)(=O)C.COC1C=C(C2C3C(N)=NC=NC=3[N:59]([C@H]3CC[C@H](N4CCN(C)CC4)CC3)C=2)C=CC=1OC1C=CC=CC=1.CO[C@@H]1[C@@H](C(OC)=O)[C@@H]2[C@@H](CN3[C@H](C2)C2NC4C=C(OC)C=CC=4C=2CC3)C[C@H]1OC(C1C=C(OC)C(OC)=C(OC)C=1)=O. The catalyst is C(#N)C. The product is [CH3:37][C:9]1[CH:10]=[C:11]([C:14]2[C:22]3[C:21]([NH2:59])=[N:20][CH:19]=[N:18][C:17]=3[N:16]([C@H:24]3[CH2:29][CH2:28][C@H:27]([N:30]4[CH2:31][CH2:32][N:33]([CH3:36])[CH2:34][CH2:35]4)[CH2:26][CH2:25]3)[CH:15]=2)[CH:12]=[CH:13][C:8]=1[O:7][C:1]1[CH:6]=[CH:5][CH:4]=[CH:3][CH:2]=1. The yield is 0.750. (2) The reactants are [Si]([O:8][CH2:9][C:10]1([CH3:36])[S:16][CH2:15][CH2:14][N:13]2[C:17]([C:20]3([C:23]4[CH:28]=[CH:27][C:26]([C:29]5[CH:34]=[C:33]([CH3:35])[CH:32]=[CH:31][N:30]=5)=[CH:25][CH:24]=4)[CH2:22][CH2:21]3)=[N:18][N:19]=[C:12]2[CH2:11]1)(C(C)(C)C)(C)C.Cl. The catalyst is CO. The product is [CH3:36][C:10]1([CH2:9][OH:8])[S:16][CH2:15][CH2:14][N:13]2[C:17]([C:20]3([C:23]4[CH:24]=[CH:25][C:26]([C:29]5[CH:34]=[C:33]([CH3:35])[CH:32]=[CH:31][N:30]=5)=[CH:27][CH:28]=4)[CH2:22][CH2:21]3)=[N:18][N:19]=[C:12]2[CH2:11]1. The yield is 0.580. (3) The reactants are [C:1]([O:5][C:6]([N:8]1[CH2:12][C@@H:11]([O:13][CH3:14])[CH2:10][C@H:9]1[C:15]1[NH:16][CH:17]=[C:18]([C:20]2[CH:25]=[CH:24][C:23](Br)=[CH:22][CH:21]=2)[N:19]=1)=[O:7])([CH3:4])([CH3:3])[CH3:2].[Cl:27][C:28]1[C:29]([NH:42][C:43](=[O:63])[C:44]2[CH:49]=[CH:48][C:47]([N:50]3[CH2:55][CH2:54][N:53]([C:56](=[O:61])[C:57]([CH3:60])([CH3:59])[CH3:58])[CH2:52][C@H:51]3[CH3:62])=[N:46][CH:45]=2)=[CH:30][C:31]([O:37][C:38]([F:41])([F:40])[F:39])=[C:32](B(O)O)[CH:33]=1.C(=O)([O-])[O-:65].[K+].[K+]. The catalyst is CC(P(C(C)(C)C)C1C=CC(N(C)C)=CC=1)(C)C.CC(P(C(C)(C)C)C1C=CC(N(C)C)=CC=1)(C)C.Cl[Pd]Cl.CCOC(C)=O. The product is [C:1]([O:5][C:6]([N:8]1[CH2:12][C@@H:11]([O:13][CH3:14])[CH2:10][C@H:9]1[C:15]1[NH:16][CH:17]=[C:18]([C:20]2[CH:25]=[CH:24][C:23]([C:32]3[CH:33]=[C:28]([Cl:27])[C:29]([NH:42][C:43]([C:44]4[CH:45]=[N:46][C:47]([N:50]5[CH2:55][CH2:54][N:53]([C:56](=[O:61])[C:57]([CH3:60])([CH3:59])[CH2:58][OH:65])[CH2:52][C@H:51]5[CH3:62])=[CH:48][CH:49]=4)=[O:63])=[CH:30][C:31]=3[O:37][C:38]([F:41])([F:40])[F:39])=[CH:22][CH:21]=2)[N:19]=1)=[O:7])([CH3:4])([CH3:3])[CH3:2]. The yield is 0.410. (4) The reactants are [OH:1][C:2]1[C:7]([CH3:8])=[C:6]([O:9][CH2:10][C:11]2[O:15][N:14]=[C:13]([CH2:16][C:17]3[CH:22]=[CH:21][CH:20]=[C:19](I)[CH:18]=3)[N:12]=2)[CH:5]=[CH:4][C:3]=1[C:24](=[O:26])[CH3:25].S([O-])(OCCCCCCCCCCCC)(=O)=O.[Na+].[C:45]([O-])([O-:47])=[O:46].[K+].[K+].[C]=O. The catalyst is C1(C)C=CC=CC=1.O.CC#N.CC#N.Cl[Pd]Cl.C(O)CCC. The product is [C:24]([C:3]1[CH:4]=[CH:5][C:6]([O:9][CH2:10][C:11]2[O:15][N:14]=[C:13]([CH2:16][C:17]3[CH:18]=[C:19]([CH:20]=[CH:21][CH:22]=3)[C:45]([OH:47])=[O:46])[N:12]=2)=[C:7]([CH3:8])[C:2]=1[OH:1])(=[O:26])[CH3:25]. The yield is 0.650. (5) The reactants are [NH2:1][C:2]1[CH:9]=[CH:8][CH:7]=[CH:6][C:3]=1[CH2:4][OH:5].N([O-])=O.[Na+].[N-:14]=[N+:15]=[N-].[Na+]. The catalyst is FC(F)(F)C(O)=O.O. The product is [N:1]([C:2]1[CH:9]=[CH:8][CH:7]=[CH:6][C:3]=1[CH2:4][OH:5])=[N+:14]=[N-:15]. The yield is 0.720. (6) The reactants are [NH:1]1[CH:5]=[N:4][CH:3]=[N:2]1.[H-].[Na+].Cl.Cl[CH2:10][C:11]1[CH:16]=[CH:15][N:14]2[CH:17]=[CH:18][N:19]=[C:13]2[N:12]=1.C(=O)([O-])[O-].[K+].[K+].[Na].N1C=CN=N1. The catalyst is CN(C)C=O. The product is [N:1]1([CH2:10][C:11]2[CH:16]=[CH:15][N:14]3[CH:17]=[CH:18][N:19]=[C:13]3[N:12]=2)[CH:5]=[N:4][CH:3]=[N:2]1. The yield is 0.690. (7) The reactants are [Cl:1][C:2]1[CH:3]=[CH:4][C:5]2[C:10](O)=[N:9][CH:8]=[N:7][C:6]=2[N:12]=1.P(Cl)(Cl)([Cl:15])=O. No catalyst specified. The product is [Cl:15][C:10]1[C:5]2[CH:4]=[CH:3][C:2]([Cl:1])=[N:12][C:6]=2[N:7]=[CH:8][N:9]=1. The yield is 0.730. (8) The reactants are [CH2:1]([O:3][C:4]([C:6]1[CH:7]=[N:8][N:9]2[CH:14]=[CH:13][C:12](=O)[NH:11][C:10]=12)=[O:5])[CH3:2].C(N(C(C)C)CC)(C)C.C(OCC)C.P(Cl)(Cl)([Cl:32])=O. No catalyst specified. The product is [Cl:32][C:12]1[CH:13]=[CH:14][N:9]2[N:8]=[CH:7][C:6]([C:4]([O:3][CH2:1][CH3:2])=[O:5])=[C:10]2[N:11]=1. The yield is 0.730. (9) The reactants are [F:1][C:2]1[C:3]([C:23]2[N:27]=[CH:26][N:25](C3CCCCO3)[N:24]=2)=[CH:4][C:5]([CH3:22])=[C:6]([C:8]2[N:13]=[C:12]3[N:14]([CH:19]([CH3:21])[CH3:20])[C:15](=[O:18])[CH2:16][NH:17][C:11]3=[N:10][CH:9]=2)[CH:7]=1.C(N1C2=NC([Sn](C)(C)C)=CN=C2NCC1=O)(C)C.BrC1C(C)=CC(C2N=CN(C3CCCCO3)N=2)=C(F)C=1. The catalyst is CN(C)C=O.C1C=CC(P(C2C=CC=CC=2)C2C=CC=CC=2)=CC=1.C1C=CC(P(C2C=CC=CC=2)C2C=CC=CC=2)=CC=1.Cl[Pd]Cl. The product is [F:1][C:2]1[C:3]([C:23]2[N:27]=[CH:26][NH:25][N:24]=2)=[CH:4][C:5]([CH3:22])=[C:6]([C:8]2[N:13]=[C:12]3[N:14]([CH:19]([CH3:21])[CH3:20])[C:15](=[O:18])[CH2:16][NH:17][C:11]3=[N:10][CH:9]=2)[CH:7]=1. The yield is 0.520.